Dataset: Forward reaction prediction with 1.9M reactions from USPTO patents (1976-2016). Task: Predict the product of the given reaction. (1) The product is: [F:16][C:10]1[CH:11]=[C:12]([F:15])[CH:13]=[CH:14][C:9]=1[O:8][C:7]1[C:2]([C:30]2[C:29]3[CH2:28][CH2:27][CH2:26][CH2:25][C:24]=3[C:23](=[O:41])[N:22]([CH3:21])[CH:31]=2)=[N:3][C:4]([NH:46][S:43]([CH3:42])(=[O:45])=[O:44])=[N:5][CH:6]=1. Given the reactants Cl[C:2]1[C:7]([O:8][C:9]2[CH:14]=[CH:13][C:12]([F:15])=[CH:11][C:10]=2[F:16])=[CH:6][N:5]=[C:4](S(C)(=O)=O)[N:3]=1.[CH3:21][N:22]1[CH:31]=[C:30](B2OC(C)(C)C(C)(C)O2)[C:29]2[CH2:28][CH2:27][CH2:26][CH2:25][C:24]=2[C:23]1=[O:41].[CH3:42][S:43]([NH2:46])(=[O:45])=[O:44], predict the reaction product. (2) Given the reactants [NH:1]([C:6]([O:8][C:9]([CH3:12])([CH3:11])[CH3:10])=[O:7])[CH2:2][C:3]([OH:5])=[O:4].O[N:14]1[C:19](=[O:20])[CH2:18][CH2:17][C:15]1=[O:16], predict the reaction product. The product is: [NH:1]([C:6]([O:8][C:9]([CH3:12])([CH3:11])[CH3:10])=[O:7])[CH2:2][C:3]([O:5][N:14]1[C:19](=[O:20])[CH2:18][CH2:17][C:15]1=[O:16])=[O:4].